This data is from Serine/threonine kinase 33 screen with 319,792 compounds. The task is: Binary Classification. Given a drug SMILES string, predict its activity (active/inactive) in a high-throughput screening assay against a specified biological target. (1) The drug is s1c(c(n2c(ccc2C)C)cc1)c1[nH]n2c(nc(cc2=O)C)c1. The result is 0 (inactive). (2) The compound is S(=O)(=O)(N1CCCOC1)c1ccc(cc1)C. The result is 0 (inactive). (3) The compound is S(=O)(=O)(N1CCC(CC1)C(=O)N1CCN(CC1)c1c(c(ccc1)C)C)N1CCOCC1. The result is 0 (inactive). (4) The drug is O=C(NC1CCN(CC1)c1nc(cc(c1C#N)C)C)C(NC(=O)C)Cc1cc(OC)ccc1. The result is 0 (inactive).